From a dataset of Full USPTO retrosynthesis dataset with 1.9M reactions from patents (1976-2016). Predict the reactants needed to synthesize the given product. (1) Given the product [CH3:12][O:10][C:3]1[C:2]([CH3:1])=[C:7]([OH:8])[C:6]([CH3:9])=[CH:5][CH:4]=1, predict the reactants needed to synthesize it. The reactants are: [CH3:1][C:2]1[C:7]([OH:8])=[C:6]([CH3:9])[CH:5]=[CH:4][C:3]=1[OH:10].I[CH3:12]. (2) Given the product [CH:26]1([N:25]2[C:21]([CH3:18])=[C:22]([CH:29]=[O:30])[CH:23]=[N:24]2)[CH2:27][CH2:28]1, predict the reactants needed to synthesize it. The reactants are: C(OCC)(=O)CC(C)=O.C(O)(=O)C(O)=O.NN.[CH:18]1([C:21]2[N:25]([CH:26]([CH3:28])[CH3:27])[N:24]=[CH:23][C:22]=2[CH:29]=[O:30])CC1. (3) Given the product [C:1]([NH:16][NH2:17])(=[O:9])[C:2]1[CH:7]=[CH:6][CH:5]=[CH:4][CH:3]=1, predict the reactants needed to synthesize it. The reactants are: [C:1]([O:9]CC)(=O)[C:2]1[CH:7]=[CH:6][CH:5]=[CH:4][CH:3]=1.C(O)C.O.[NH2:16][NH2:17].O.